Predict the reactants needed to synthesize the given product. From a dataset of Full USPTO retrosynthesis dataset with 1.9M reactions from patents (1976-2016). (1) Given the product [Br:8][C:18]1[N:16]2[CH:17]=[C:12]([CH:9]3[CH2:11][CH2:10]3)[CH:13]=[C:14]([C:25]([F:27])([F:28])[F:26])[C:15]2=[N:20][C:19]=1[C:21]([O:23][CH3:24])=[O:22], predict the reactants needed to synthesize it. The reactants are: C1C(=O)N([Br:8])C(=O)C1.[CH:9]1([C:12]2[CH:13]=[C:14]([C:25]([F:28])([F:27])[F:26])[C:15]3[N:16]([CH:18]=[C:19]([C:21]([O:23][CH3:24])=[O:22])[N:20]=3)[CH:17]=2)[CH2:11][CH2:10]1. (2) Given the product [CH3:1][S:2]([C:3]1[N:8]=[CH:7][C:6]2=[CH:9][CH:10]=[C:11]([C:12]3[CH:17]=[CH:16][CH:15]=[CH:14][C:13]=3[OH:18])[N:5]2[N:4]=1)=[O:30], predict the reactants needed to synthesize it. The reactants are: [CH3:1][S:2][C:3]1[N:8]=[CH:7][C:6]2=[CH:9][CH:10]=[C:11]([C:12]3[CH:17]=[CH:16][CH:15]=[CH:14][C:13]=3[OH:18])[N:5]2[N:4]=1.C(Cl)Cl.C1C=C(Cl)C=C(C(OO)=[O:30])C=1. (3) The reactants are: [C:1](Cl)(=O)[C:2]([Cl:4])=[O:3].[F:7][C:8]1[CH:18]=[CH:17][CH:16]=[CH:15][C:9]=1[CH:10]=CC(O)=O. Given the product [F:7][C:8]1[CH:18]=[CH:17][CH:16]=[CH:15][C:9]=1/[CH:10]=[CH:1]/[C:2]([Cl:4])=[O:3], predict the reactants needed to synthesize it. (4) Given the product [CH3:16][S:17]([N:1]1[CH2:6][CH2:5][NH:4][CH2:3][CH2:2]1)(=[O:19])=[O:18], predict the reactants needed to synthesize it. The reactants are: [NH:1]1[CH2:6][CH2:5][NH:4][CH2:3][CH2:2]1.CCN(C(C)C)C(C)C.[CH3:16][S:17](Cl)(=[O:19])=[O:18]. (5) Given the product [C:1]([Si:5]([CH3:21])([CH3:20])[O:6][CH2:7][CH2:8][O:9][C:10]1[CH:15]=[CH:14][C:13]([NH2:16])=[C:12]([CH3:19])[CH:11]=1)([CH3:4])([CH3:3])[CH3:2], predict the reactants needed to synthesize it. The reactants are: [C:1]([Si:5]([CH3:21])([CH3:20])[O:6][CH2:7][CH2:8][O:9][C:10]1[CH:15]=[CH:14][C:13]([N+:16]([O-])=O)=[C:12]([CH3:19])[CH:11]=1)([CH3:4])([CH3:3])[CH3:2]. (6) Given the product [Si:17]([O:1][CH:2]([CH2:9][CH2:10][CH3:11])[CH2:3][C:4]([O:6][CH2:7][CH3:8])=[O:5])([C:20]([CH3:23])([CH3:22])[CH3:21])([CH3:19])[CH3:18], predict the reactants needed to synthesize it. The reactants are: [OH:1][CH:2]([CH2:9][CH2:10][CH3:11])[CH2:3][C:4]([O:6][CH2:7][CH3:8])=[O:5].N1C=CN=C1.[Si:17](Cl)([C:20]([CH3:23])([CH3:22])[CH3:21])([CH3:19])[CH3:18].